From a dataset of Full USPTO retrosynthesis dataset with 1.9M reactions from patents (1976-2016). Predict the reactants needed to synthesize the given product. (1) Given the product [Cl:61][C:54]1[C:55]([F:60])=[CH:56][CH:57]=[C:58]([Cl:59])[C:53]=1[CH:51]([O:50][C:31]1[C:30]([NH2:29])=[N:35][CH:34]=[C:33]([C:36]2[CH:37]=[N:38][N:39]([CH:41]3[CH2:42][CH2:43][CH2:45][NH:47][CH2:49]3)[CH:40]=2)[CH:32]=1)[CH3:52], predict the reactants needed to synthesize it. The reactants are: ClC1C(F)=CC=C(Cl)C=1C(OC1C(N)=NC=C(B2OC(C)(C)C(C)(C)O2)C=1)C.[NH2:29][C:30]1[N:35]=[CH:34][C:33]([C:36]2[CH:37]=[N:38][N:39]([CH2:41][CH:42]3C[CH:43]3[C:45]([N:47]([CH3:49])C)=O)[CH:40]=2)=[CH:32][C:31]=1[O:50][CH:51]([C:53]1[C:58]([Cl:59])=[CH:57][CH:56]=[C:55]([F:60])[C:54]=1[Cl:61])[CH3:52]. (2) Given the product [C:20]([CH:16]1[CH2:17][CH2:18][N:14]([CH3:13])[C:15]1=[O:19])(=[O:22])[CH3:21], predict the reactants needed to synthesize it. The reactants are: C(NC(C)C)(C)C.C([Li])CCC.[CH3:13][N:14]1[CH2:18][CH2:17][CH2:16][C:15]1=[O:19].[C:20](OCC)(=[O:22])[CH3:21]. (3) Given the product [CH2:27]([O:26][C:24]([C:23]1[CH:29]=[CH:30][C:20]([C:10]2[CH:9]=[CH:8][CH:7]=[C:6]([CH3:4])[CH:11]=2)=[CH:21][CH:22]=1)=[O:25])[CH3:28], predict the reactants needed to synthesize it. The reactants are: C(O[C:4]([C:6]1[CH:7]=[C:8]([C:9]2[CH:10]=[CH:11][C:6]([CH3:4])=[CH:7][CH:8]=2)[CH:9]=[CH:10][CH:11]=1)=O)C.I[C:20]1[CH:30]=[CH:29][C:23]([C:24]([O:26][CH2:27][CH3:28])=[O:25])=[CH:22][CH:21]=1.CC1C=C(B(O)O)C=CC=1.C(=O)([O-])[O-].[Na+].[Na+].C1(P(C2C=CC=CC=2)C2C=CC=CC=2)C=CC=CC=1. (4) Given the product [CH3:23][O:24][C:25](=[O:34])[C:26]1[CH:31]=[CH:30][C:29]([CH3:32])=[C:28]([NH:33][C:19]([C:13]2[C:14](=[O:18])[NH:15][C:16]3[C:11]([CH:12]=2)=[CH:10][CH:9]=[C:8]([N:5]2[CH2:6][CH2:7][N:2]([CH3:1])[CH2:3][CH2:4]2)[N:17]=3)=[O:20])[CH:27]=1, predict the reactants needed to synthesize it. The reactants are: [CH3:1][N:2]1[CH2:7][CH2:6][N:5]([C:8]2[N:17]=[C:16]3[C:11]([CH:12]=[C:13]([C:19](O)=[O:20])[C:14](=[O:18])[NH:15]3)=[CH:10][CH:9]=2)[CH2:4][CH2:3]1.Cl.[CH3:23][O:24][C:25](=[O:34])[C:26]1[CH:31]=[CH:30][C:29]([CH3:32])=[C:28]([NH2:33])[CH:27]=1.CN(C(ON1N=NC2C=CC=NC1=2)=[N+](C)C)C.F[P-](F)(F)(F)(F)F.C(N(CC)CC)C.